From a dataset of Forward reaction prediction with 1.9M reactions from USPTO patents (1976-2016). Predict the product of the given reaction. (1) Given the reactants C(OC([N:8]1[CH2:12][C@@H:11]([CH2:13][N:14]([CH:31]([CH3:33])[CH3:32])[C:15](=[O:30])[C:16]2[CH:21]=[CH:20][C:19]([O:22][CH3:23])=[C:18]([O:24][CH2:25][CH2:26][CH2:27][O:28][CH3:29])[CH:17]=2)[C@H:10]([OH:34])[CH2:9]1)=O)(C)(C)C.[O:35]([C:42]1[CH:43]=[C:44]([CH:47]=[CH:48][CH:49]=1)[CH2:45]Cl)[C:36]1[CH:41]=[CH:40][CH:39]=[CH:38][CH:37]=1.CC#N.O.CC#N, predict the reaction product. The product is: [CH:31]([N:14]([CH2:13][C@H:11]1[C@H:10]([O:34][CH2:45][C:44]2[CH:47]=[CH:48][CH:49]=[C:42]([O:35][C:36]3[CH:41]=[CH:40][CH:39]=[CH:38][CH:37]=3)[CH:43]=2)[CH2:9][NH:8][CH2:12]1)[C:15](=[O:30])[C:16]1[CH:21]=[CH:20][C:19]([O:22][CH3:23])=[C:18]([O:24][CH2:25][CH2:26][CH2:27][O:28][CH3:29])[CH:17]=1)([CH3:32])[CH3:33]. (2) The product is: [Cl:7][C:8]1[N:13]=[C:12]([N:14]([C:22]([O:24][C:25]([CH3:28])([CH3:27])[CH3:26])=[O:23])[C:15]([O:17][C:18]([CH3:20])([CH3:19])[CH3:21])=[O:16])[N:11]=[C:10]2[N:29]([CH2:40][C:41]3[C:46]([CH3:47])=[C:45]([O:48][CH3:49])[C:44]([CH3:50])=[CH:43][N:42]=3)[N:30]=[C:31]([CH2:32][CH2:33][OH:34])[C:9]=12. Given the reactants I([O-])(=O)(=O)=O.[Na+].[Cl:7][C:8]1[N:13]=[C:12]([N:14]([C:22]([O:24][C:25]([CH3:28])([CH3:27])[CH3:26])=[O:23])[C:15]([O:17][C:18]([CH3:21])([CH3:20])[CH3:19])=[O:16])[N:11]=[C:10]2[N:29]([CH2:40][C:41]3[C:46]([CH3:47])=[C:45]([O:48][CH3:49])[C:44]([CH3:50])=[CH:43][N:42]=3)[N:30]=[C:31]([CH2:32][CH:33]3COC(C)(C)[O:34]3)[C:9]=12.O1CCCC1.CO, predict the reaction product. (3) Given the reactants Cl[C:2]1[C:3](=[O:11])[N:4]([CH2:9][CH3:10])[C:5](=[O:8])[C:6]=1[Cl:7].[NH2:12][C:13]1[CH:18]=[CH:17][CH:16]=[CH:15][C:14]=1[OH:19], predict the reaction product. The product is: [Cl:7][C:6]1[C:5](=[O:8])[N:4]([CH2:9][CH3:10])[C:3](=[O:11])[C:2]=1[NH:12][C:13]1[CH:18]=[CH:17][CH:16]=[CH:15][C:14]=1[OH:19]. (4) The product is: [C:1]([C:3]1[CH:4]=[CH:5][C:6]([C:7]([NH:9][NH:10][C:13]([N:20]2[CH2:21][CH:38]3[CH2:39][CH:23]([CH2:43][N:36]([CH2:35][CH2:34][CH2:33][C:28](=[O:29])[CH2:25][CH2:26][CH3:27])[CH2:37]3)[CH2:24]2)=[O:14])=[O:8])=[CH:11][CH:12]=1)#[N:2]. Given the reactants [C:1]([C:3]1[CH:12]=[CH:11][C:6]([C:7]([NH:9][NH2:10])=[O:8])=[CH:5][CH:4]=1)#[N:2].[C:13]([N:20]1[CH:24]=[CH:23]N=[CH:21]1)(N1C=CN=C1)=[O:14].[CH2:25]([C:28]1([CH2:33][CH2:34][CH2:35][N:36]2[CH2:43]C3C[CH:38]([CH2:39]NC3)[CH2:37]2)OCC[O:29]1)[CH2:26][CH3:27], predict the reaction product.